From a dataset of Full USPTO retrosynthesis dataset with 1.9M reactions from patents (1976-2016). Predict the reactants needed to synthesize the given product. (1) The reactants are: [F:1][C:2]1[CH:15]=[CH:14][C:5]([O:6][C:7]2[CH:13]=[CH:12][C:10]([NH2:11])=[CH:9][CH:8]=2)=[CH:4][C:3]=1[C:16]([F:19])([F:18])[F:17].[CH3:20][N:21]([CH:23]=O)[CH3:22].Br[CH2:26][C:27]([C:29]1[CH:34]=[CH:33][CH:32]=[CH:31][CH:30]=1)=O. Given the product [CH2:9]([C:10]1[N:11]([C:10]2[CH:9]=[CH:8][C:7]([O:6][C:5]3[CH:14]=[CH:15][C:2]([F:1])=[C:3]([C:16]([F:17])([F:18])[F:19])[CH:4]=3)=[CH:13][CH:12]=2)[CH:26]=[C:27]([C:29]2[CH:34]=[CH:33][C:32]([O:6][CH:5]3[CH2:14][CH2:22][N:21]([CH3:20])[CH2:23][CH2:4]3)=[CH:31][CH:30]=2)[N:11]=1)[CH2:8][CH2:7][CH3:13], predict the reactants needed to synthesize it. (2) The reactants are: [CH:1]([C:5]1[CH:32]=[CH:31][CH:30]=[CH:29][C:6]=1[O:7][CH:8]1[CH2:13][CH2:12][N:11]([C:14]2[N:19]=[CH:18][C:17](B3OC(C)(C)C(C)(C)O3)=[CH:16][N:15]=2)[CH2:10][CH2:9]1)([CH2:3][CH3:4])[CH3:2].Br[C:34]1[CH:43]=[CH:42][C:37]([C:38]([O:40][CH3:41])=[O:39])=[CH:36][N:35]=1. Given the product [CH:1]([C:5]1[CH:32]=[CH:31][CH:30]=[CH:29][C:6]=1[O:7][CH:8]1[CH2:9][CH2:10][N:11]([C:14]2[N:19]=[CH:18][C:17]([C:34]3[CH:43]=[CH:42][C:37]([C:38]([O:40][CH3:41])=[O:39])=[CH:36][N:35]=3)=[CH:16][N:15]=2)[CH2:12][CH2:13]1)([CH2:3][CH3:4])[CH3:2], predict the reactants needed to synthesize it. (3) The reactants are: [C:1]1([N:7]2[C:25](=[O:26])[C:10]3=[CH:11][NH:12][C:13]4[CH:14]=[CH:15][C:16](N5CCNCC5)=[N:17][C:18]=4[C:9]3=[N:8]2)[CH:6]=[CH:5][CH:4]=[CH:3][CH:2]=1.[CH3:27][CH:28]1[O:33][CH:32]([CH3:34])[CH2:31][NH:30][CH2:29]1. Given the product [CH3:34][CH:32]1[O:33][CH:28]([CH3:27])[CH2:29][N:30]([C:16]2[CH:15]=[CH:14][C:13]3[NH:12][CH:11]=[C:10]4[C:25](=[O:26])[N:7]([C:1]5[CH:6]=[CH:5][CH:4]=[CH:3][CH:2]=5)[N:8]=[C:9]4[C:18]=3[N:17]=2)[CH2:31]1, predict the reactants needed to synthesize it. (4) The reactants are: [Cl:1][C:2]1[C:7]([C:8]2[CH:13]=[CH:12][CH:11]=[CH:10][CH:9]=2)=[N:6][N:5]=[C:4]2[N:14]([CH3:24])[N:15]=[C:16]([C:17]3[CH:22]=[CH:21][CH:20]=[CH:19][C:18]=3Cl)[C:3]=12.[CH3:25]N1C(N)=CC(C2C=CC=CC=2)=N1.C1(C)C=CC(C#C)=CC=1. Given the product [Cl:1][C:2]1[C:7]([C:8]2[CH:13]=[CH:12][C:11]([CH3:25])=[CH:10][CH:9]=2)=[N:6][N:5]=[C:4]2[N:14]([CH3:24])[N:15]=[C:16]([C:17]3[CH:22]=[CH:21][CH:20]=[CH:19][CH:18]=3)[C:3]=12, predict the reactants needed to synthesize it. (5) Given the product [CH2:15]([O:22][C:23]1[CH:24]=[CH:25][C:26]([CH2:27][C:8]2[C:7]3[C:11](=[CH:12][CH:13]=[C:5]([C:3]([O:2][CH3:1])=[O:4])[CH:6]=3)[NH:10][C:9]=2[CH3:14])=[CH:29][CH:30]=1)[C:16]1[CH:17]=[CH:18][CH:19]=[CH:20][CH:21]=1, predict the reactants needed to synthesize it. The reactants are: [CH3:1][O:2][C:3]([C:5]1[CH:6]=[C:7]2[C:11](=[CH:12][CH:13]=1)[NH:10][C:9]([CH3:14])=[CH:8]2)=[O:4].[CH2:15]([O:22][C:23]1[CH:30]=[CH:29][C:26]([CH:27]=O)=[CH:25][CH:24]=1)[C:16]1[CH:21]=[CH:20][CH:19]=[CH:18][CH:17]=1.FC(F)(F)C(O)=O.C([SiH](CC)CC)C.[OH-].[Na+]. (6) The reactants are: Br[CH2:2][CH:3]1[O:8][C:7]2[CH:9]=[C:10]([S:14]([CH3:17])(=[O:16])=[O:15])[CH:11]=[C:12]([F:13])[C:6]=2[CH2:5][O:4]1.[NH:18]1[CH2:23][CH2:22][CH2:21][CH2:20][CH2:19]1. Given the product [F:13][C:12]1[C:6]2[CH2:5][O:4][CH:3]([CH2:2][N:18]3[CH2:23][CH2:22][CH2:21][CH2:20][CH2:19]3)[O:8][C:7]=2[CH:9]=[C:10]([S:14]([CH3:17])(=[O:16])=[O:15])[CH:11]=1, predict the reactants needed to synthesize it. (7) Given the product [CH3:1][O:2][C:3]1[C:4]2[C:11]([C:12]3[CH:17]=[CH:16][CH:15]=[CH:14][CH:13]=3)=[C:10]([C:18]3[CH:19]=[CH:20][C:21]([C:24]4([NH2:28])[CH2:27][CH2:26][CH2:25]4)=[CH:22][CH:23]=3)[O:9][C:5]=2[N:6]=[CH:7][N:8]=1, predict the reactants needed to synthesize it. The reactants are: [CH3:1][O:2][C:3]1[C:4]2[C:11]([C:12]3[CH:17]=[CH:16][CH:15]=[CH:14][CH:13]=3)=[C:10]([C:18]3[CH:23]=[CH:22][C:21]([C:24]4([NH:28]C(=O)OC(C)(C)C)[CH2:27][CH2:26][CH2:25]4)=[CH:20][CH:19]=3)[O:9][C:5]=2[N:6]=[CH:7][N:8]=1.C(O)(C(F)(F)F)=O. (8) Given the product [Cl:1][C:2]1[N:7]=[CH:6][C:5]2[C:8]([C:36]3[CH:35]=[CH:34][N:33]=[C:32]([CH3:31])[CH:37]=3)=[N:9][N:10]([C:11]([C:24]3[CH:29]=[CH:28][CH:27]=[CH:26][CH:25]=3)([C:18]3[CH:23]=[CH:22][CH:21]=[CH:20][CH:19]=3)[C:12]3[CH:17]=[CH:16][CH:15]=[CH:14][CH:13]=3)[C:4]=2[CH:3]=1, predict the reactants needed to synthesize it. The reactants are: [Cl:1][C:2]1[N:7]=[CH:6][C:5]2[C:8](I)=[N:9][N:10]([C:11]([C:24]3[CH:29]=[CH:28][CH:27]=[CH:26][CH:25]=3)([C:18]3[CH:23]=[CH:22][CH:21]=[CH:20][CH:19]=3)[C:12]3[CH:17]=[CH:16][CH:15]=[CH:14][CH:13]=3)[C:4]=2[CH:3]=1.[CH3:31][C:32]1[CH:37]=[C:36](B(O)O)[CH:35]=[CH:34][N:33]=1.C([O-])([O-])=O.[K+].[K+]. (9) Given the product [OH:9][C:10]1[N:15]=[CH:14][N:13]=[C:12]([O:16][C:17]2[CH:22]=[CH:21][CH:20]=[CH:19][C:18]=2/[C:23](=[CH:28]\[O:29][CH3:30])/[C:24]([O:26][CH3:27])=[O:25])[CH:11]=1, predict the reactants needed to synthesize it. The reactants are: [N+](C1C=CC(C[O:9][C:10]2[N:15]=[CH:14][N:13]=[C:12]([O:16][C:17]3[CH:22]=[CH:21][CH:20]=[CH:19][C:18]=3/[C:23](=[CH:28]\[O:29][CH3:30])/[C:24]([O:26][CH3:27])=[O:25])[CH:11]=2)=CC=1)([O-])=O.[H][H].C(OCC)(=O)C.CCCCCC.